This data is from Forward reaction prediction with 1.9M reactions from USPTO patents (1976-2016). The task is: Predict the product of the given reaction. (1) Given the reactants [Cl:1][C:2]1[CH:7]=[CH:6][C:5]([C@@H:8]2[CH2:12][NH:11][C:10](=[O:13])[CH2:9]2)=[CH:4][C:3]=1[I:14].C(N(CC)CC)C.[C:22](=O)([O:28]C(C)(C)C)[O:23][C:24]([CH3:27])([CH3:26])[CH3:25].Cl, predict the reaction product. The product is: [C:24]([O:23][C:22]([N:11]1[CH2:12][C@@H:8]([C:5]2[CH:6]=[CH:7][C:2]([Cl:1])=[C:3]([I:14])[CH:4]=2)[CH2:9][C:10]1=[O:13])=[O:28])([CH3:27])([CH3:26])[CH3:25]. (2) Given the reactants [H-].[Na+].[CH2:3]([O:10][CH:11]1[CH2:14][C:13]([C:16]2[CH:21]=[C:20]([CH2:22][O:23][Si:24]([C:27]([CH3:30])([CH3:29])[CH3:28])([CH3:26])[CH3:25])[C:19]([F:31])=[CH:18][N:17]=2)([OH:15])[CH2:12]1)[C:4]1[CH:9]=[CH:8][CH:7]=[CH:6][CH:5]=1.[C:32](=[S:34])=[S:33].[CH3:35]I, predict the reaction product. The product is: [CH2:3]([O:10][CH:11]1[CH2:14][C:13]([C:16]2[CH:21]=[C:20]([CH2:22][O:23][Si:24]([C:27]([CH3:28])([CH3:30])[CH3:29])([CH3:25])[CH3:26])[C:19]([F:31])=[CH:18][N:17]=2)([O:15][C:32]([S:34][CH3:35])=[S:33])[CH2:12]1)[C:4]1[CH:9]=[CH:8][CH:7]=[CH:6][CH:5]=1. (3) Given the reactants [NH2:1][C:2]1[C:7]2[CH2:8][C:9]([CH3:12])([CH3:11])[O:10][C:6]=2[C:5]([C:13]([O:15][CH3:16])=[O:14])=[CH:4][C:3]=1[NH2:17].O.[N:19]#[C:20]Br, predict the reaction product. The product is: [NH2:19][C:20]1[NH:1][C:2]2[C:7]3[CH2:8][C:9]([CH3:12])([CH3:11])[O:10][C:6]=3[C:5]([C:13]([O:15][CH3:16])=[O:14])=[CH:4][C:3]=2[N:17]=1.